Predict the reactants needed to synthesize the given product. From a dataset of Full USPTO retrosynthesis dataset with 1.9M reactions from patents (1976-2016). (1) Given the product [C:1]([O:5][C:6]([N:8]1[CH2:17][CH2:16][C:15]2[C:10](=[CH:11][CH:12]=[C:13]([NH:18][C:19]([C@@H:21]3[CH2:27][CH2:26][C@@H:25]4[CH2:28][N:22]3[C:23](=[O:37])[N:24]4[OH:29])=[O:20])[CH:14]=2)[CH2:9]1)=[O:7])([CH3:4])([CH3:2])[CH3:3], predict the reactants needed to synthesize it. The reactants are: [C:1]([O:5][C:6]([N:8]1[CH2:17][CH2:16][C:15]2[C:10](=[CH:11][CH:12]=[C:13]([NH:18][C:19]([C@@H:21]3[CH2:27][CH2:26][C@@H:25]4[CH2:28][N:22]3[C:23](=[O:37])[N:24]4[O:29]CC3C=CC=CC=3)=[O:20])[CH:14]=2)[CH2:9]1)=[O:7])([CH3:4])([CH3:3])[CH3:2]. (2) The reactants are: Br[C:2]1[CH:7]=[CH:6][CH:5]=[C:4]([Br:8])[C:3]=1[CH:9]1[O:14]CCCO1.[Li][CH2:16]CCC.CI. Given the product [Br:8][C:4]1[CH:5]=[CH:6][CH:7]=[C:2]([CH3:16])[C:3]=1[CH:9]=[O:14], predict the reactants needed to synthesize it.